Dataset: NCI-60 drug combinations with 297,098 pairs across 59 cell lines. Task: Regression. Given two drug SMILES strings and cell line genomic features, predict the synergy score measuring deviation from expected non-interaction effect. (1) Drug 1: C1=NC(=NC(=O)N1C2C(C(C(O2)CO)O)O)N. Drug 2: CC1C(C(CC(O1)OC2CC(CC3=C2C(=C4C(=C3O)C(=O)C5=C(C4=O)C(=CC=C5)OC)O)(C(=O)CO)O)N)O.Cl. Cell line: MDA-MB-435. Synergy scores: CSS=31.7, Synergy_ZIP=-6.95, Synergy_Bliss=-4.35, Synergy_Loewe=-10.6, Synergy_HSA=-3.80. (2) Drug 1: CN1CCC(CC1)COC2=C(C=C3C(=C2)N=CN=C3NC4=C(C=C(C=C4)Br)F)OC. Drug 2: B(C(CC(C)C)NC(=O)C(CC1=CC=CC=C1)NC(=O)C2=NC=CN=C2)(O)O. Cell line: CCRF-CEM. Synergy scores: CSS=30.7, Synergy_ZIP=0.824, Synergy_Bliss=4.37, Synergy_Loewe=-27.5, Synergy_HSA=4.71. (3) Drug 1: CC(CN1CC(=O)NC(=O)C1)N2CC(=O)NC(=O)C2. Drug 2: N.N.Cl[Pt+2]Cl. Cell line: MDA-MB-231. Synergy scores: CSS=16.7, Synergy_ZIP=-4.78, Synergy_Bliss=1.66, Synergy_Loewe=1.17, Synergy_HSA=1.87.